This data is from Forward reaction prediction with 1.9M reactions from USPTO patents (1976-2016). The task is: Predict the product of the given reaction. (1) Given the reactants [CH3:1][C:2]1[CH:3]=[C:4]([C:12]2[CH:17]=[C:16]([C:18]([F:21])([F:20])[F:19])[N:15]3[N:22]=[CH:23][C:24]([C:25](O)=[O:26])=[C:14]3[N:13]=2)[CH:5]=[CH:6][C:7]=1[C:8]([F:11])([F:10])[F:9].[OH:28][CH2:29][C:30]([NH:33][S:34]([C:37]1[S:38][C:39]([Cl:43])=[C:40]([NH2:42])[CH:41]=1)(=[O:36])=[O:35])([CH3:32])[CH3:31], predict the reaction product. The product is: [Cl:43][C:39]1[S:38][C:37]([S:34](=[O:36])(=[O:35])[NH:33][C:30]([CH3:32])([CH3:31])[CH2:29][OH:28])=[CH:41][C:40]=1[NH:42][C:25]([C:24]1[CH:23]=[N:22][N:15]2[C:16]([C:18]([F:21])([F:20])[F:19])=[CH:17][C:12]([C:4]3[CH:5]=[CH:6][C:7]([C:8]([F:11])([F:9])[F:10])=[C:2]([CH3:1])[CH:3]=3)=[N:13][C:14]=12)=[O:26]. (2) Given the reactants [S:1]1[CH:5]=[C:4]([CH:6]=O)[C:3]2[CH:8]=[CH:9][CH:10]=[CH:11][C:2]1=2.[S:12]1[C:16]2[CH:17]=[CH:18][CH:19]=[CH:20][C:15]=2[N:14]=[C:13]1[CH2:21][C:22]#[N:23], predict the reaction product. The product is: [S:1]1[CH:5]=[C:4](/[CH:6]=[C:21](/[C:13]2[S:12][C:16]3[CH:17]=[CH:18][CH:19]=[CH:20][C:15]=3[N:14]=2)\[C:22]#[N:23])[C:3]2[CH:8]=[CH:9][CH:10]=[CH:11][C:2]1=2. (3) Given the reactants C(OC([N:8]1[CH2:13][CH2:12][N:11]([C:14]2[CH:19]=[CH:18][N:17]=[C:16]([Cl:20])[C:15]=2[Cl:21])[CH2:10][CH2:9]1)=O)(C)(C)C.Cl.O1CCOCC1.O(C(C)C)C(C)C, predict the reaction product. The product is: [ClH:20].[Cl:20][C:16]1[C:15]([Cl:21])=[C:14]([N:11]2[CH2:12][CH2:13][NH:8][CH2:9][CH2:10]2)[CH:19]=[CH:18][N:17]=1.